From a dataset of Full USPTO retrosynthesis dataset with 1.9M reactions from patents (1976-2016). Predict the reactants needed to synthesize the given product. (1) Given the product [C:1]([O:8][C:32](=[O:31])[CH2:33][CH2:34][C:35]([CH3:36])=[O:69])(=[O:7])[CH2:2][CH2:3][C:4]([CH3:6])=[O:5].[Si:24]([O:31][CH2:32][C@H:33]1[O:37][C@@H:36]([N:38]2[C:68]3[N:67]=[CH:66][N:65]=[C:42]([NH:43][C:44]([C:59]4[CH:60]=[CH:61][CH:62]=[CH:63][CH:64]=4)([C:53]4[CH:54]=[CH:55][CH:56]=[CH:57][CH:58]=4)[C:45]4[CH:50]=[CH:49][C:48]([O:51][CH3:52])=[CH:47][CH:46]=4)[C:41]=3[N:40]=[CH:39]2)[C@H:35]([O:7][C:1](=[O:8])[CH2:2][CH2:3][C:4]([CH3:6])=[O:5])[C@@H:34]1[O:70][CH3:71])([C:27]([CH3:29])([CH3:30])[CH3:28])([CH3:25])[CH3:26], predict the reactants needed to synthesize it. The reactants are: [C:1]([OH:8])(=[O:7])[CH2:2][CH2:3][C:4]([CH3:6])=[O:5].C1CCC(N=C=NC2CCCCC2)CC1.[Si:24]([O:31][CH2:32][C@H:33]1[O:37][C@@H:36]([N:38]2[C:68]3[N:67]=[CH:66][N:65]=[C:42]([NH:43][C:44]([C:59]4[CH:64]=[CH:63][CH:62]=[CH:61][CH:60]=4)([C:53]4[CH:58]=[CH:57][CH:56]=[CH:55][CH:54]=4)[C:45]4[CH:50]=[CH:49][C:48]([O:51][CH3:52])=[CH:47][CH:46]=4)[C:41]=3[N:40]=[CH:39]2)[C@H:35]([OH:69])[C@@H:34]1[O:70][CH3:71])([C:27]([CH3:30])([CH3:29])[CH3:28])([CH3:26])[CH3:25]. (2) Given the product [C:1]([C:3]([C:6]1[CH:7]=[C:8]([CH:32]=[C:33]([O:35][CH2:38][CH2:39][N:40]2[CH2:44][CH2:43][CH2:42][CH2:41]2)[CH:34]=1)[C:9]([NH:11][C:12]1[CH:17]=[CH:16][C:15]([CH3:18])=[C:14]([NH:19][C:20]2[CH:21]=[C:22]3[C:27](=[CH:28][CH:29]=2)[N:26]=[CH:25][N:24]([CH3:30])[C:23]3=[O:31])[CH:13]=1)=[O:10])([CH3:4])[CH3:5])#[N:2], predict the reactants needed to synthesize it. The reactants are: [C:1]([C:3]([C:6]1[CH:7]=[C:8]([CH:32]=[C:33]([OH:35])[CH:34]=1)[C:9]([NH:11][C:12]1[CH:17]=[CH:16][C:15]([CH3:18])=[C:14]([NH:19][C:20]2[CH:21]=[C:22]3[C:27](=[CH:28][CH:29]=2)[N:26]=[CH:25][N:24]([CH3:30])[C:23]3=[O:31])[CH:13]=1)=[O:10])([CH3:5])[CH3:4])#[N:2].Cl.Cl[CH2:38][CH2:39][N:40]1[CH2:44][CH2:43][CH2:42][CH2:41]1.C([O-])([O-])=O.[K+].[K+].[I-].[Na+]. (3) Given the product [CH2:23]([O:27][C:28]1[CH:29]=[CH:30][C:31]([C:32]([NH:39][CH2:40][C@H:41]([CH:5]2[CH2:10][CH2:9][CH2:8][CH2:7][CH2:6]2)[C:42]([O:44][CH3:45])=[O:43])=[O:34])=[CH:35][CH:36]=1)[C:24]#[C:25][CH3:26], predict the reactants needed to synthesize it. The reactants are: ON1[C:6]2[CH:7]=[CH:8][CH:9]=[CH:10][C:5]=2N=N1.Cl.C(N=C=NCCCN(C)C)C.[CH2:23]([O:27][C:28]1[CH:36]=[CH:35][C:31]([C:32]([OH:34])=O)=[CH:30][CH:29]=1)[C:24]#[C:25][CH3:26].Cl.Cl.[NH2:39][CH2:40][C@H:41](N1CCCCC1)[C:42]([O:44][CH3:45])=[O:43].C(N(CC)CC)C. (4) Given the product [CH3:1][O:2][C:3](=[O:13])[C:4]1[CH:9]=[CH:8][CH:7]=[C:6]([CH:10]([OH:12])[CH3:11])[CH:5]=1, predict the reactants needed to synthesize it. The reactants are: [CH3:1][O:2][C:3](=[O:13])[C:4]1[CH:9]=[CH:8][CH:7]=[C:6]([C:10](=[O:12])[CH3:11])[CH:5]=1.[BH4-].[Na+]. (5) Given the product [CH3:16][N:17]([CH3:21])[C:18]([NH:14][CH2:13][CH:12]([C:9]1[CH:10]=[CH:11][C:6]([C:3]2[CH:4]=[CH:5][S:1][CH:2]=2)=[CH:7][CH:8]=1)[CH3:15])=[O:19], predict the reactants needed to synthesize it. The reactants are: [S:1]1[CH:5]=[CH:4][C:3]([C:6]2[CH:11]=[CH:10][C:9]([CH:12]([CH3:15])[CH2:13][NH2:14])=[CH:8][CH:7]=2)=[CH:2]1.[CH3:16][N:17]([CH3:21])[C:18](Cl)=[O:19]. (6) The reactants are: C(OC([NH:8][CH2:9][CH:10]1[CH2:15][CH2:14][N:13]([C:16]2[N:20]([CH3:21])[N:19]=[CH:18][C:17]=2[NH:22][C:23]([C:25]2[N:26]=[C:27](Br)[S:28][C:29]=2[NH:30]C(=O)OC(C)(C)C)=[O:24])[CH2:12][CH2:11]1)=O)CCC.[C:39]1(B2OC(C)(C)C(C)(C)O2)[CH2:45][CH2:44][CH2:43][CH2:42][CH2:41][CH:40]=1. Given the product [NH2:30][C:29]1[S:28][C:27]([CH:39]2[CH2:45][CH2:44][CH2:43][CH2:42][CH2:41][CH2:40]2)=[N:26][C:25]=1[C:23]([NH:22][C:17]1[CH:18]=[N:19][N:20]([CH3:21])[C:16]=1[N:13]1[CH2:12][CH2:11][CH:10]([CH2:9][NH2:8])[CH2:15][CH2:14]1)=[O:24], predict the reactants needed to synthesize it. (7) Given the product [C:18]([O:21][CH2:22][C:23]1[C:24]([N:32]2[N:41]=[CH:40][C:39]3[C:34](=[C:35]([F:46])[CH:36]=[C:37]([C:42]([CH3:44])([CH3:43])[CH3:45])[CH:38]=3)[C:33]2=[O:47])=[N:25][CH:26]=[CH:27][C:28]=1[C:2]1[N:3]=[C:4]([NH:10][C:11]2[CH:12]=[N:13][N:14]([CH2:16][CH3:17])[CH:15]=2)[C:5](=[O:9])[N:6]([CH3:8])[CH:7]=1)(=[O:20])[CH3:19], predict the reactants needed to synthesize it. The reactants are: Br[C:2]1[N:3]=[C:4]([NH:10][C:11]2[CH:12]=[N:13][N:14]([CH2:16][CH3:17])[CH:15]=2)[C:5](=[O:9])[N:6]([CH3:8])[CH:7]=1.[C:18]([O:21][CH2:22][C:23]1[C:24]([N:32]2[N:41]=[CH:40][C:39]3[C:34](=[C:35]([F:46])[CH:36]=[C:37]([C:42]([CH3:45])([CH3:44])[CH3:43])[CH:38]=3)[C:33]2=[O:47])=[N:25][CH:26]=[CH:27][C:28]=1B(O)O)(=[O:20])[CH3:19].[O-]P([O-])([O-])=O.[K+].[K+].[K+].C([O-])(=O)C.[Na+]. (8) Given the product [Cl:21][C:5]1[C:4]2[C:9](=[CH:10][CH:11]=[C:2]([C:29]([C:28]3[C:23]([CH3:22])=[N:24][C:25]([CH3:37])=[CH:26][CH:27]=3)([C:31]3[N:35]([CH3:36])[N:34]=[N:33][CH:32]=3)[OH:30])[CH:3]=2)[N:8]=[C:7]([O:12][CH3:13])[C:6]=1[CH2:14][N:15]1[CH2:18][C:17]([F:20])([F:19])[CH2:16]1, predict the reactants needed to synthesize it. The reactants are: Br[C:2]1[CH:3]=[C:4]2[C:9](=[CH:10][CH:11]=1)[N:8]=[C:7]([O:12][CH3:13])[C:6]([CH2:14][N:15]1[CH2:18][C:17]([F:20])([F:19])[CH2:16]1)=[C:5]2[Cl:21].[CH3:22][C:23]1[C:28]([C:29]([C:31]2[N:35]([CH3:36])[N:34]=[N:33][CH:32]=2)=[O:30])=[CH:27][CH:26]=[C:25]([CH3:37])[N:24]=1.